Dataset: Forward reaction prediction with 1.9M reactions from USPTO patents (1976-2016). Task: Predict the product of the given reaction. (1) The product is: [CH3:1][C:2]1[CH:7]=[CH:6][N:5]=[CH:4][C:3]=1[N:8]1[CH2:12][CH2:11][N:10]([C:15]2[CH:31]=[CH:30][C:18]3[N:19]([CH2:22][O:23][CH2:24][CH2:25][Si:26]([CH3:27])([CH3:29])[CH3:28])[CH:20]=[N:21][C:17]=3[CH:16]=2)[C:9]1=[O:13]. Given the reactants [CH3:1][C:2]1[CH:7]=[CH:6][N:5]=[CH:4][C:3]=1[N:8]1[CH2:12][CH2:11][NH:10][C:9]1=[O:13].Br[C:15]1[CH:31]=[CH:30][C:18]2[N:19]([CH2:22][O:23][CH2:24][CH2:25][Si:26]([CH3:29])([CH3:28])[CH3:27])[CH:20]=[N:21][C:17]=2[CH:16]=1.N[C@@H]1CCCC[C@H]1N.P([O-])([O-])([O-])=O.[K+].[K+].[K+], predict the reaction product. (2) Given the reactants [C:1]([O:5][C@@H:6]([C:11]1[C:38]([CH3:39])=[CH:37][C:14]2[N:15]=[C:16]([C:18]3[CH:19]=[C:20]([N:24]4[CH2:29][CH2:28][N:27]([C:30]([O:32][C:33]([CH3:36])([CH3:35])[CH3:34])=[O:31])[CH2:26][CH2:25]4)[CH:21]=[CH:22][CH:23]=3)[S:17][C:13]=2[C:12]=1[C:40]1[CH:45]=[CH:44][C:43]([Cl:46])=[CH:42][CH:41]=1)[C:7]([O:9]C)=[O:8])([CH3:4])([CH3:3])[CH3:2].[OH-].[Na+].[NH4+].[Cl-].CCOC(C)=O, predict the reaction product. The product is: [C:1]([O:5][C@@H:6]([C:11]1[C:38]([CH3:39])=[CH:37][C:14]2[N:15]=[C:16]([C:18]3[CH:23]=[CH:22][CH:21]=[C:20]([N:24]4[CH2:25][CH2:26][N:27]([C:30]([O:32][C:33]([CH3:36])([CH3:35])[CH3:34])=[O:31])[CH2:28][CH2:29]4)[CH:19]=3)[S:17][C:13]=2[C:12]=1[C:40]1[CH:41]=[CH:42][C:43]([Cl:46])=[CH:44][CH:45]=1)[C:7]([OH:9])=[O:8])([CH3:2])([CH3:3])[CH3:4].